From a dataset of Full USPTO retrosynthesis dataset with 1.9M reactions from patents (1976-2016). Predict the reactants needed to synthesize the given product. Given the product [OH:22][CH2:20][C:19]([NH:41][S:38]([C:29]1[CH:30]=[CH:31][C:32]([CH3:37])=[C:33]([NH:34][C:20]([C:19]2[CH:18]=[N:17][N:11]3[C:12]([CH:14]4[CH2:15][CH2:16]4)=[CH:13][C:8]([C:5]4[CH:4]=[CH:3][C:2]([Cl:1])=[CH:7][CH:6]=4)=[N:9][C:10]=23)=[O:22])[CH:28]=1)(=[O:39])=[O:40])([CH3:18])[CH3:10], predict the reactants needed to synthesize it. The reactants are: [Cl:1][C:2]1[CH:7]=[CH:6][C:5]([C:8]2[CH:13]=[C:12]([CH:14]3[CH2:16][CH2:15]3)[N:11]3[N:17]=[CH:18][C:19]([C:20]([OH:22])=O)=[C:10]3[N:9]=2)=[CH:4][CH:3]=1.OCC([C:28]1[C:33]([N+:34]([O-])=O)=[C:32]([CH3:37])[CH:31]=[CH:30][C:29]=1[S:38]([NH2:41])(=[O:40])=[O:39])(C)C.